From a dataset of Full USPTO retrosynthesis dataset with 1.9M reactions from patents (1976-2016). Predict the reactants needed to synthesize the given product. (1) Given the product [I:1][C:2]1[CH:7]=[CH:6][C:5]([O:8][CH2:10][CH:11]([CH3:13])[CH3:12])=[CH:4][CH:3]=1, predict the reactants needed to synthesize it. The reactants are: [I:1][C:2]1[CH:7]=[CH:6][C:5]([OH:8])=[CH:4][CH:3]=1.Br[CH2:10][CH:11]([CH3:13])[CH3:12].C([O-])([O-])=O.[K+].[K+].CN(C=O)C. (2) Given the product [Br:1][C:2]1[CH:3]=[CH:4][C:5]2[O:11][CH2:10][CH:9]([CH2:12][OH:13])[NH:8][CH2:7][C:6]=2[CH:15]=1, predict the reactants needed to synthesize it. The reactants are: [Br:1][C:2]1[CH:3]=[CH:4][C:5]2[O:11][CH2:10][CH:9]([CH2:12][OH:13])[NH:8][C:7](=O)[C:6]=2[CH:15]=1.Cl. (3) Given the product [Cl:35][C:36]1[CH:56]=[CH:55][C:39]([CH2:40][N:41]2[C:49]3[C:44](=[CH:45][CH:46]=[CH:47][CH:48]=3)[C:43]([C:50](=[O:54])[C:51]([NH:1][C:2]3[CH2:6][S:5][C:4](=[O:7])[CH:3]=3)=[O:52])=[CH:42]2)=[CH:38][CH:37]=1, predict the reactants needed to synthesize it. The reactants are: [NH2:1][C:2]1[CH2:6][S:5][C:4](=[O:7])[CH:3]=1.COC1C=C2C(=C(OC)C=1)N(CC1C=CC(Cl)=CC=1)C=C2.C(=O)([O-])[O-].[K+].[K+].[Cl:35][C:36]1[CH:56]=[CH:55][C:39]([CH2:40][N:41]2[C:49]3[C:44](=[CH:45][CH:46]=[CH:47][CH:48]=3)[C:43]([C:50](=[O:54])[C:51](Cl)=[O:52])=[CH:42]2)=[CH:38][CH:37]=1. (4) The reactants are: [CH3:1][O:2][C:3]1[CH:4]=[C:5]([NH:11][C:12]2[C:13]3[CH2:22][O:21][CH2:20][C:14]=3[N:15]=[C:16](SC)[N:17]=2)[CH:6]=[C:7]([O:9][CH3:10])[CH:8]=1.[H][H]. Given the product [CH3:1][O:2][C:3]1[CH:4]=[C:5]([NH:11][C:12]2[C:13]3[CH2:22][O:21][CH2:20][C:14]=3[N:15]=[CH:16][N:17]=2)[CH:6]=[C:7]([O:9][CH3:10])[CH:8]=1, predict the reactants needed to synthesize it. (5) Given the product [NH2:7][C:8]1[N:13]2[N:14]=[CH:15][C:16]([C:17]3[CH:18]=[N:19][C:20]4[C:25]([CH:26]=3)=[CH:24][CH:23]=[CH:22][CH:21]=4)=[C:12]2[N:11]=[C:10]([CH:27]2[CH2:32][CH2:31][CH:30]([CH2:33][C:34]([NH:52][S:49]([CH3:48])(=[O:51])=[O:50])=[O:35])[CH2:29][CH2:28]2)[C:9]=1[Br:37], predict the reactants needed to synthesize it. The reactants are: C[Si](C)(C)CCOC[N:7](COCC[Si](C)(C)C)[C:8]1[N:13]2[N:14]=[CH:15][C:16]([C:17]3[CH:18]=[N:19][C:20]4[C:25]([CH:26]=3)=[CH:24][CH:23]=[CH:22][CH:21]=4)=[C:12]2[N:11]=[C:10]([CH:27]2[CH2:32][CH2:31][CH:30]([CH2:33][C:34](O)=[O:35])[CH2:29][CH2:28]2)[C:9]=1[Br:37].[CH3:48][S:49]([NH2:52])(=[O:51])=[O:50].Cl.C(N=C=NCCCN(C)C)C. (6) Given the product [N+:17]([C:20]1[CH:27]=[CH:26][C:23]([C@H:24]2[O:12][CH2:11][C@@H:10]([NH:9][C:1](=[O:8])[C:2]3[CH:7]=[CH:6][CH:5]=[CH:4][CH:3]=3)[CH2:13][CH2:14][CH2:15][O:16]2)=[CH:22][CH:21]=1)([O-:19])=[O:18], predict the reactants needed to synthesize it. The reactants are: [C:1]([NH:9][C@@H:10]([CH2:13][CH2:14][CH2:15][OH:16])[CH2:11][OH:12])(=[O:8])[C:2]1[CH:7]=[CH:6][CH:5]=[CH:4][CH:3]=1.[N+:17]([C:20]1[CH:27]=[CH:26][C:23]([CH:24]=O)=[CH:22][CH:21]=1)([O-:19])=[O:18].[N+](C1C=CC(S(O)(=O)=O)=CC=1)([O-])=O.S([O-])([O-])(=O)=O.[Na+].[Na+].C(=O)([O-])[O-].[Na+].[Na+]. (7) Given the product [CH2:19]([O:21][C:22]([O:24][C:25]1[CH:26]=[C:27]([CH2:37][C@@:38]([NH:43][NH2:44])([CH3:42])[C:39]([O:41][CH2:14][O:16][C:17]2[CH:18]=[CH:7][C:6]([Cl:53])=[CH:47][CH:45]=2)=[O:40])[CH:28]=[CH:29][C:30]=1[O:31][C:32]([O:34][CH2:35][CH3:36])=[O:33])=[O:23])[CH3:20], predict the reactants needed to synthesize it. The reactants are: C(N([CH2:6][CH3:7])CC)C.[C:14](O[C:14]([O:16][CH2:17][CH3:18])=O)(=O)[O:16][CH2:17][CH3:18].[CH2:19]([O:21][C:22]([O:24][C:25]1[CH:26]=[C:27]([CH2:37][C@@:38]([NH:43][NH2:44])([CH3:42])[C:39]([O-:41])=[O:40])[CH:28]=[CH:29][C:30]=1[O:31][C:32]([O:34][CH2:35][CH3:36])=[O:33])=[O:23])[CH3:20].[C:45](O)([C:47](F)(F)F)=O.C(Cl)[Cl:53]. (8) Given the product [F:1][C:2]([F:7])([F:6])[C:3]([OH:5])=[O:4].[Cl:8][C:9]1[CH:10]=[C:11]2[C:15](=[C:16]([C:18]3[N:23]=[CH:22][N:21]([C@@H:29]4[C:45]5[CH:46]=[C:41]([CH:42]=[CH:43][N:44]=5)[C:40]5[N:39]([CH:47]([F:48])[F:49])[N:38]=[CH:37][C:36]=5[NH:35][C:34](=[O:50])[C@H:33]([CH3:51])[CH2:32][CH2:31][CH2:30]4)[C:20](=[O:24])[CH:19]=3)[CH:17]=1)[N:14]([CH2:25][CH2:26][OH:27])[N:13]=[CH:12]2, predict the reactants needed to synthesize it. The reactants are: [F:1][C:2]([F:7])([F:6])[C:3]([OH:5])=[O:4].[Cl:8][C:9]1[CH:10]=[C:11]2[C:15](=[C:16]([C:18]3[N:23]=[CH:22][N:21]=[C:20]([OH:24])[CH:19]=3)[CH:17]=1)[N:14]([CH2:25][CH2:26][OH:27])[N:13]=[CH:12]2.N[C@@H:29]1[C:45]2[CH:46]=[C:41]([CH:42]=[CH:43][N:44]=2)[C:40]2[N:39]([CH:47]([F:49])[F:48])[N:38]=[CH:37][C:36]=2[NH:35][C:34](=[O:50])[C@H:33]([CH3:51])[CH2:32][CH2:31][CH2:30]1. (9) Given the product [Br:1][C:2]1[N:3]([CH2:18][O:17][CH2:16][CH2:15][Si:12]([CH3:14])([CH3:13])[CH3:11])[C:4]([Br:8])=[C:5]([Br:7])[N:6]=1, predict the reactants needed to synthesize it. The reactants are: [Br:1][C:2]1[NH:3][C:4]([Br:8])=[C:5]([Br:7])[N:6]=1.[H-].[Na+].[CH3:11][Si:12]([CH2:15][CH2:16][O:17][CH2:18]Cl)([CH3:14])[CH3:13].